Dataset: Forward reaction prediction with 1.9M reactions from USPTO patents (1976-2016). Task: Predict the product of the given reaction. (1) The product is: [CH3:1][O:2][C:3](=[O:11])[C:4]1[CH:9]=[CH:8][CH:7]=[CH:6][C:5]=1[CH2:10][Br:12]. Given the reactants [CH3:1][O:2][C:3](=[O:11])[C:4]1[CH:9]=[CH:8][CH:7]=[CH:6][C:5]=1[CH3:10].[Br:12]N1C(=O)CCC1=O.CC(N=NC(C#N)(C)C)(C#N)C, predict the reaction product. (2) Given the reactants [CH3:1][O:2][CH2:3][CH2:4][NH:5][C:6]1[CH:7]=[CH:8][C:9]([N+:12]([O-])=O)=[N:10][CH:11]=1.[Sn].N, predict the reaction product. The product is: [CH3:1][O:2][CH2:3][CH2:4][NH:5][C:6]1[CH:7]=[CH:8][C:9]([NH2:12])=[N:10][CH:11]=1. (3) The product is: [CH2:1]([O:8][N:9]1[C:15](=[O:16])[N:14]2[CH2:17][C@H:10]1[CH2:11][CH2:12][C@H:13]2[C:18]([NH:21][O:22][CH2:23][CH:24]1[CH2:27][N:26]([C:28]([O:30][C:31]([CH3:34])([CH3:33])[CH3:32])=[O:29])[CH2:25]1)=[O:20])[C:2]1[CH:3]=[CH:4][CH:5]=[CH:6][CH:7]=1. Given the reactants [CH2:1]([O:8][N:9]1[C:15](=[O:16])[N:14]2[CH2:17][C@H:10]1[CH2:11][CH2:12][C@H:13]2[C:18]([OH:20])=O)[C:2]1[CH:7]=[CH:6][CH:5]=[CH:4][CH:3]=1.[NH2:21][O:22][CH2:23][CH:24]1[CH2:27][N:26]([C:28]([O:30][C:31]([CH3:34])([CH3:33])[CH3:32])=[O:29])[CH2:25]1, predict the reaction product. (4) Given the reactants ClCCl.[CH3:4][O:5][C:6]([C:8]1[O:9][C:10]([CH3:30])=[C:11]([CH2:13][S:14][C:15]2[CH:20]=[CH:19][C:18](B3OC(C)(C)C(C)(C)O3)=[CH:17][CH:16]=2)[CH:12]=1)=[O:7].[F:31][CH:32]([F:41])[O:33][C:34]1[CH:39]=[CH:38][C:37](I)=[CH:36][CH:35]=1.C(=O)([O-])[O-].[Cs+].[Cs+], predict the reaction product. The product is: [CH3:4][O:5][C:6]([C:8]1[O:9][C:10]([CH3:30])=[C:11]([CH2:13][S:14][C:15]2[CH:16]=[CH:17][C:18]([C:37]3[CH:38]=[CH:39][C:34]([O:33][CH:32]([F:41])[F:31])=[CH:35][CH:36]=3)=[CH:19][CH:20]=2)[CH:12]=1)=[O:7]. (5) Given the reactants [CH3:1][N:2]1[C:14]2[CH2:13][CH2:12][C@@H:11]([CH:15]3[CH2:20][CH2:19][O:18][CH2:17][CH2:16]3)[CH2:10][C:9]=2[C:8]2[C:3]1=[CH:4][CH:5]=[C:6](C(O)=O)[CH:7]=2.Cl.CNCC[CH2:29][C:30]([O:32]C)=[O:31].CN(C([O:41]N1N=NC2C=CC=NC1=2)=[N+](C)C)C.F[P-](F)(F)(F)(F)F.[CH:58]([N:61]([CH2:65]C)[CH:62]([CH3:64])C)(C)C.[OH-].[Li+], predict the reaction product. The product is: [CH3:58][N:61]([CH2:62][CH2:64][CH2:29][C:30]([OH:32])=[O:31])[C:65]([C:6]1[CH:7]=[C:8]2[C:3](=[CH:4][CH:5]=1)[N:2]([CH3:1])[C:14]1[CH2:13][CH2:12][C@@H:11]([CH:15]3[CH2:20][CH2:19][O:18][CH2:17][CH2:16]3)[CH2:10][C:9]2=1)=[O:41]. (6) Given the reactants Br[C:2]1[CH:9]=[CH:8][C:5]([CH:6]=[O:7])=[C:4]([F:10])[CH:3]=1.[CH2:11]([C:15]1[CH:20]=[CH:19][C:18]([C:21]#[CH:22])=[CH:17][CH:16]=1)[CH2:12][CH2:13][CH3:14].CCN(CC)CC, predict the reaction product. The product is: [CH2:11]([C:15]1[CH:16]=[CH:17][C:18]([C:21]#[C:22][C:2]2[CH:9]=[CH:8][C:5]([CH:6]=[O:7])=[C:4]([F:10])[CH:3]=2)=[CH:19][CH:20]=1)[CH2:12][CH2:13][CH3:14]. (7) The product is: [O:1]1[CH2:6][CH2:5][N:4]([CH2:7][CH2:8][CH2:9][NH:10][C:11]2[N:12]=[CH:13][C:14]([NH2:17])=[CH:15][N:16]=2)[CH2:3][CH2:2]1. Given the reactants [O:1]1[CH2:6][CH2:5][N:4]([CH2:7][CH2:8][CH2:9][NH:10][C:11]2[N:16]=[CH:15][C:14]([N+:17]([O-])=O)=[CH:13][N:12]=2)[CH2:3][CH2:2]1, predict the reaction product.